This data is from Forward reaction prediction with 1.9M reactions from USPTO patents (1976-2016). The task is: Predict the product of the given reaction. (1) The product is: [NH:21]1[C:29]2[C:24](=[CH:25][CH:26]=[CH:27][CH:28]=2)[C:23]([CH2:30][CH2:31][NH:32][C:18]([C:4]2[NH:5][C:6]([CH:7]=[C:8]3[C:16]4[C:11](=[CH:12][CH:13]=[CH:14][CH:15]=4)[NH:10][C:9]3=[O:17])=[C:2]([CH3:1])[CH:3]=2)=[O:20])=[CH:22]1. Given the reactants [CH3:1][C:2]1[CH:3]=[C:4]([C:18]([OH:20])=O)[NH:5][C:6]=1[CH:7]=[C:8]1[C:16]2[C:11](=[CH:12][CH:13]=[CH:14][CH:15]=2)[NH:10][C:9]1=[O:17].[NH:21]1[C:29]2[C:24](=[CH:25][CH:26]=[CH:27][CH:28]=2)[C:23]([CH2:30][CH2:31][NH2:32])=[CH:22]1.CCN(CC)CC, predict the reaction product. (2) Given the reactants C(N(C(C)C)C(C)C)C.[NH2:10][CH2:11][C:12]1([C:18]([O:20][CH2:21][CH3:22])=[O:19])[CH2:17][CH2:16][NH:15][CH2:14][CH2:13]1.Cl[C:24]1[C:25]2[CH:32]=[CH:31][NH:30][C:26]=2[N:27]=[CH:28][N:29]=1, predict the reaction product. The product is: [NH2:10][CH2:11][C:12]1([C:18]([O:20][CH2:21][CH3:22])=[O:19])[CH2:17][CH2:16][N:15]([C:24]2[C:25]3[CH:32]=[CH:31][NH:30][C:26]=3[N:27]=[CH:28][N:29]=2)[CH2:14][CH2:13]1. (3) Given the reactants [CH:1]1([C:4]2[O:8][N:7]=[C:6]([C:9]3[C:14]([Cl:15])=[CH:13][CH:12]=[CH:11][C:10]=3[Cl:16])[C:5]=2[CH2:17][O:18][CH:19]2[CH2:24][CH2:23][C:22](=[O:25])[CH2:21][CH2:20]2)[CH2:3][CH2:2]1.I[C:27]1[CH:28]=[C:29]2[C:34](=[CH:35][CH:36]=1)[N:33]=[CH:32][CH:31]=[C:30]2[C:37]#[N:38], predict the reaction product. The product is: [CH:1]1([C:4]2[O:8][N:7]=[C:6]([C:9]3[C:10]([Cl:16])=[CH:11][CH:12]=[CH:13][C:14]=3[Cl:15])[C:5]=2[CH2:17][O:18][CH:19]2[CH2:24][CH2:23][C:22]([C:27]3[CH:28]=[C:29]4[C:34](=[CH:35][CH:36]=3)[N:33]=[CH:32][CH:31]=[C:30]4[C:37]#[N:38])([OH:25])[CH2:21][CH2:20]2)[CH2:3][CH2:2]1. (4) Given the reactants [C:1]([NH:8][C@H:9]([C:11]([OH:13])=O)[CH3:10])([O:3][C:4]([CH3:7])([CH3:6])[CH3:5])=[O:2].CN(C(ON1N=NC2C=CC=NC1=2)=[N+](C)C)C.F[P-](F)(F)(F)(F)F.Cl.Cl.[NH:40]1[CH:44]=[C:43]([C:45]2[N:50]=[N:49][C:48]([C:51]3([NH2:54])[CH2:53][CH2:52]3)=[CH:47][CH:46]=2)[CH:42]=[N:41]1.C(N(C(C)C)CC)(C)C.C([O-])([O-])=O.[Na+].[Na+], predict the reaction product. The product is: [C:4]([O:3][C:1](=[O:2])[NH:8][C@H:9]([C:11](=[O:13])[NH:54][C:51]1([C:48]2[N:49]=[N:50][C:45]([C:43]3[CH:44]=[N:40][NH:41][CH:42]=3)=[CH:46][CH:47]=2)[CH2:52][CH2:53]1)[CH3:10])([CH3:5])([CH3:6])[CH3:7].